Dataset: Reaction yield outcomes from USPTO patents with 853,638 reactions. Task: Predict the reaction yield, written as a fraction of the theoretical maximum amount of product (1.0 means a 100% yield; for example, 0.34 means a 34% yield). (1) The reactants are [Cl:1][C:2]1[CH:7]=[CH:6][C:5]([N+:8]([O-])=O)=[CH:4][C:3]=1[C:11]1[CH:16]=[CH:15][CH:14]=[CH:13][N:12]=1.Cl[Sn]Cl.Cl. The catalyst is CCO. The product is [Cl:1][C:2]1[CH:7]=[CH:6][C:5]([NH2:8])=[CH:4][C:3]=1[C:11]1[CH:16]=[CH:15][CH:14]=[CH:13][N:12]=1. The yield is 0.940. (2) The reactants are [CH2:1]([O:8][C:9](=[O:32])[N:10]([CH:21]([C:23]1[CH:28]=[C:27]([F:29])[C:26]([Br:30])=[CH:25][C:24]=1[F:31])[CH3:22])[CH2:11][CH2:12][NH:13]C(OC(C)(C)C)=O)[C:2]1[CH:7]=[CH:6][CH:5]=[CH:4][CH:3]=1.[F:33][C:34]([F:39])([F:38])[C:35]([OH:37])=[O:36]. The catalyst is C(Cl)Cl. The product is [F:33][C:34]([F:39])([F:38])[C:35]([OH:37])=[O:36].[NH2:13][CH2:12][CH2:11][N:10]([CH:21]([C:23]1[CH:28]=[C:27]([F:29])[C:26]([Br:30])=[CH:25][C:24]=1[F:31])[CH3:22])[C:9](=[O:32])[O:8][CH2:1][C:2]1[CH:7]=[CH:6][CH:5]=[CH:4][CH:3]=1. The yield is 0.970. (3) The reactants are Cl[C:2]1[CH:7]=[C:6]([N:8]2[C:12]3[N:13]=[C:14]([N:42]4[CH2:47][CH2:46][O:45][CH2:44][CH2:43]4)[N:15]=[C:16]([C:17]4[CH:18]=[N:19][C:20]([N:23]([CH2:33][C:34]5[CH:39]=[CH:38][C:37]([O:40][CH3:41])=[CH:36][CH:35]=5)[CH2:24][C:25]5[CH:30]=[CH:29][C:28]([O:31][CH3:32])=[CH:27][CH:26]=5)=[N:21][CH:22]=4)[C:11]=3[CH2:10][CH2:9]2)[CH:5]=[CH:4][N:3]=1.CC(C)([O-])C.[Na+].[CH2:54]([N:56]1[CH2:61][CH2:60][NH:59][CH2:58][CH2:57]1)[CH3:55].C(N1CCN2CCN(CC(C)C)P1N(CC(C)C)CC2)C(C)C. The catalyst is C1(C)C=CC=CC=1.O. The product is [CH2:54]([N:56]1[CH2:61][CH2:60][N:59]([C:2]2[CH:7]=[C:6]([N:8]3[C:12]4[N:13]=[C:14]([N:42]5[CH2:43][CH2:44][O:45][CH2:46][CH2:47]5)[N:15]=[C:16]([C:17]5[CH:22]=[N:21][C:20]([N:23]([CH2:33][C:34]6[CH:35]=[CH:36][C:37]([O:40][CH3:41])=[CH:38][CH:39]=6)[CH2:24][C:25]6[CH:30]=[CH:29][C:28]([O:31][CH3:32])=[CH:27][CH:26]=6)=[N:19][CH:18]=5)[C:11]=4[CH2:10][CH2:9]3)[CH:5]=[CH:4][N:3]=2)[CH2:58][CH2:57]1)[CH3:55]. The yield is 0.940. (4) The yield is 0.990. The product is [N+:16]([C:19]1[CH:20]=[CH:21][C:22]([S:25]([NH:1][C:2]2[CH:3]=[C:4]([NH:8][C:9](=[O:15])[O:10][C:11]([CH3:12])([CH3:14])[CH3:13])[CH:5]=[CH:6][CH:7]=2)(=[O:27])=[O:26])=[CH:23][CH:24]=1)([O-:18])=[O:17]. The reactants are [NH2:1][C:2]1[CH:3]=[C:4]([NH:8][C:9](=[O:15])[O:10][C:11]([CH3:14])([CH3:13])[CH3:12])[CH:5]=[CH:6][CH:7]=1.[N+:16]([C:19]1[CH:24]=[CH:23][C:22]([S:25](Cl)(=[O:27])=[O:26])=[CH:21][CH:20]=1)([O-:18])=[O:17]. The catalyst is N1C=CC=CC=1.